This data is from Forward reaction prediction with 1.9M reactions from USPTO patents (1976-2016). The task is: Predict the product of the given reaction. (1) Given the reactants [CH:1]1([C:4]2[CH:9]=[CH:8][C:7]([N:10]([CH2:12][CH2:13][CH2:14][N:15]([CH3:17])[CH3:16])[CH3:11])=[C:6]([N+:18]([O-])=O)[CH:5]=2)[CH2:3][CH2:2]1.[H][H], predict the reaction product. The product is: [CH:1]1([C:4]2[CH:5]=[C:6]([NH2:18])[C:7]([N:10]([CH2:12][CH2:13][CH2:14][N:15]([CH3:17])[CH3:16])[CH3:11])=[CH:8][CH:9]=2)[CH2:2][CH2:3]1. (2) Given the reactants [F:1][C:2]1[C:3](F)=[C:4]2[O:9][CH2:8][C@H:7]([CH3:10])[N:6]3[CH:11]=[C:12]([C:17]([OH:19])=[O:18])[C:13](=[O:16])[C:14]([CH:15]=1)=[C:5]23.[CH3:21][N:22]1[CH2:27][CH2:26][NH:25][CH2:24][CH2:23]1, predict the reaction product. The product is: [CH3:10][C@@H:7]1[N:6]2[C:5]3[C:14]([C:13]([C:12]([C:17]([OH:19])=[O:18])=[CH:11]2)=[O:16])=[CH:15][C:2]([F:1])=[C:3]([N:25]2[CH2:26][CH2:27][N:22]([CH3:21])[CH2:23][CH2:24]2)[C:4]=3[O:9][CH2:8]1.